From a dataset of Full USPTO retrosynthesis dataset with 1.9M reactions from patents (1976-2016). Predict the reactants needed to synthesize the given product. (1) Given the product [CH3:33][C@H:29]([O:28][C:26]1[CH:25]=[CH:24][CH:23]=[C:22]2[C:27]=1[C:18]([NH:17][C:13]1[CH:12]=[C:11]3[C:16](=[CH:15][CH:14]=1)[N:8]([CH2:7][C:2]1[CH:3]=[CH:4][CH:5]=[CH:6][N:1]=1)[N:9]=[CH:10]3)=[N:19][CH:20]=[N:21]2)[C:30]([N:34]1[CH2:39][CH2:38][O:37][CH2:36][CH2:35]1)=[O:32], predict the reactants needed to synthesize it. The reactants are: [N:1]1[CH:6]=[CH:5][CH:4]=[CH:3][C:2]=1[CH2:7][N:8]1[C:16]2[C:11](=[CH:12][C:13]([NH:17][C:18]3[C:27]4[C:22](=[CH:23][CH:24]=[CH:25][C:26]=4[O:28][C@@H:29]([CH3:33])[C:30]([OH:32])=O)[N:21]=[CH:20][N:19]=3)=[CH:14][CH:15]=2)[CH:10]=[N:9]1.[NH:34]1[CH2:39][CH2:38][O:37][CH2:36][CH2:35]1. (2) Given the product [NH2:1][C:4]1[CH:13]=[CH:12][CH:11]=[C:10]2[C:5]=1[CH:6]=[CH:7][N:8]([CH2:15][CH2:16][NH:17][C:18](=[O:20])[CH3:19])[C:9]2=[O:14], predict the reactants needed to synthesize it. The reactants are: [N+:1]([C:4]1[CH:13]=[CH:12][CH:11]=[C:10]2[C:5]=1[CH:6]=[CH:7][N:8]([CH2:15][CH2:16][NH:17][C:18](=[O:20])[CH3:19])[C:9]2=[O:14])([O-])=O.C(O)C. (3) Given the product [CH3:17][N:15]([CH3:16])[CH2:14][C@H:2]([NH:1][S:29]([C:27]1[S:28][C:24]([C:19]2[CH:20]=[CH:21][CH:22]=[CH:23][N:18]=2)=[CH:25][CH:26]=1)(=[O:30])=[O:31])[CH2:3][C:4]([O:6][CH2:7][C:8]1[CH:13]=[CH:12][CH:11]=[CH:10][CH:9]=1)=[O:5], predict the reactants needed to synthesize it. The reactants are: [NH2:1][C@@H:2]([CH2:14][N:15]([CH3:17])[CH3:16])[CH2:3][C:4]([O:6][CH2:7][C:8]1[CH:13]=[CH:12][CH:11]=[CH:10][CH:9]=1)=[O:5].[N:18]1[CH:23]=[CH:22][CH:21]=[CH:20][C:19]=1[C:24]1[S:28][C:27]([S:29](Cl)(=[O:31])=[O:30])=[CH:26][CH:25]=1. (4) Given the product [Cl:1][C:2]1[CH:32]=[CH:31][C:5]([CH2:6][CH:7]([CH2:11][C:12](=[O:30])[N:13]2[CH2:18][CH2:17][CH:16]([N:19]3[CH2:28][C:27]4[C:22](=[CH:23][CH:24]=[CH:25][CH:26]=4)[NH:21][C:20]3=[O:29])[CH2:15][CH2:14]2)[C:8]([N:51]2[CH2:52][CH2:53][CH:48]([N:45]3[CH2:46][CH2:47][N:42]([CH2:41][C:40]([OH:54])=[O:39])[CH2:43][CH2:44]3)[CH2:49][CH2:50]2)=[O:10])=[CH:4][C:3]=1[C:33]([F:36])([F:34])[F:35], predict the reactants needed to synthesize it. The reactants are: [Cl:1][C:2]1[CH:32]=[CH:31][C:5]([CH2:6][CH:7]([CH2:11][C:12](=[O:30])[N:13]2[CH2:18][CH2:17][CH:16]([N:19]3[CH2:28][C:27]4[C:22](=[CH:23][CH:24]=[CH:25][CH:26]=4)[NH:21][C:20]3=[O:29])[CH2:15][CH2:14]2)[C:8]([OH:10])=O)=[CH:4][C:3]=1[C:33]([F:36])([F:35])[F:34].C([O:39][C:40](=[O:54])[CH2:41][N:42]1[CH2:47][CH2:46][N:45]([CH:48]2[CH2:53][CH2:52][NH:51][CH2:50][CH2:49]2)[CH2:44][CH2:43]1)C. (5) Given the product [NH2:3][C:4]1[CH:9]=[CH:8][C:7]([C:10]2[CH2:11][C@@H:12]3[N:18]([CH:19]=2)[C:17](=[O:20])[C:16]2[CH:21]=[C:22]([O:66][CH3:67])[C:23]([O:25][CH2:26][CH2:27][CH2:28][CH2:29][CH2:30][O:31][C:32]4[C:63]([O:64][CH3:65])=[CH:62][C:35]5[C:36](=[O:61])[N:37]6[CH:52]=[C:51]([C:53]7[CH:54]=[CH:55][C:56]([O:59][CH3:60])=[CH:57][CH:58]=7)[CH2:50][C@H:38]6[CH:39]=[N:40][C:34]=5[CH:33]=4)=[CH:24][C:15]=2[N:14]=[CH:13]3)=[CH:6][CH:5]=1, predict the reactants needed to synthesize it. The reactants are: [Li+].[BH4-].[NH2:3][C:4]1[CH:9]=[CH:8][C:7]([C:10]2[CH2:11][C@@H:12]3[N:18]([CH:19]=2)[C:17](=[O:20])[C:16]2[CH:21]=[C:22]([O:66][CH3:67])[C:23]([O:25][CH2:26][CH2:27][CH2:28][CH2:29][CH2:30][O:31][C:32]4[C:63]([O:64][CH3:65])=[CH:62][C:35]5[C:36](=[O:61])[N:37]6[CH:52]=[C:51]([C:53]7[CH:58]=[CH:57][C:56]([O:59][CH3:60])=[CH:55][CH:54]=7)[CH2:50][C@H:38]6[C:39](=O)[N:40](COCC[Si](C)(C)C)[C:34]=5[CH:33]=4)=[CH:24][C:15]=2[N:14](COCC[Si](C)(C)C)[C:13]3=O)=[CH:6][CH:5]=1.CCO. (6) Given the product [CH3:1][CH:2]([CH3:16])[CH2:3][CH2:4][CH2:5][CH2:6][C:7]1([C:12]([OH:14])=[O:13])[CH2:8][CH2:9][CH2:10][CH2:11]1, predict the reactants needed to synthesize it. The reactants are: [CH3:1][CH:2]([CH3:16])[CH2:3][CH2:4][CH2:5][CH2:6][C:7]1([C:12]([O:14]C)=[O:13])[CH2:11][CH2:10][CH2:9][CH2:8]1.O.[OH-].[Li+]. (7) Given the product [CH2:8]([NH:12][C:13]1[N:21]=[C:20]2[C:16]([N:17]=[C:18]([O:22][CH3:23])[N:19]2[CH2:36][CH:37]2[CH2:41][CH2:40][O:39][CH2:38]2)=[C:15]([NH2:24])[N:14]=1)[CH2:9][CH2:10][CH3:11], predict the reactants needed to synthesize it. The reactants are: FC(F)(F)C(O)=O.[CH2:8]([NH:12][C:13]1[N:21]=[C:20]2[C:16]([N:17]=[C:18]([O:22][CH3:23])[NH:19]2)=[C:15]([NH2:24])[N:14]=1)[CH2:9][CH2:10][CH3:11].C(=O)([O-])[O-].[K+].[K+].CS(O[CH2:36][CH:37]1[CH2:41][CH2:40][O:39][CH2:38]1)(=O)=O.ClC1N=C2C(N=CN2CC2CCOCC2)=C(Cl)N=1.